This data is from Catalyst prediction with 721,799 reactions and 888 catalyst types from USPTO. The task is: Predict which catalyst facilitates the given reaction. (1) Reactant: O=P(Cl)(Cl)Cl.CN[CH2:8][CH2:9][CH2:10][CH2:11][C:12]([OH:14])=[O:13].[N:15]1[CH:20]=CC=C[CH:16]=1.[CH3:21][C:22](O)([CH3:24])[CH3:23]. Product: [C:22]([O:14][C:12](=[O:13])[CH2:11][CH2:10][CH2:9][CH2:8][CH2:16][NH:15][CH3:20])([CH3:24])([CH3:23])[CH3:21]. The catalyst class is: 448. (2) The catalyst class is: 1. Product: [N:22]1([C:19](=[O:21])[CH2:20][C:28](=[O:34])[C:29]([O:31][CH2:32][CH3:33])=[O:30])[CH2:27][CH2:26][O:25][CH2:24][CH2:23]1. Reactant: C(NC(C)C)(C)C.C([Li])CCC.CCCCCC.[C:19]([N:22]1[CH2:27][CH2:26][O:25][CH2:24][CH2:23]1)(=[O:21])[CH3:20].[C:28](OCC)(=[O:34])[C:29]([O:31][CH2:32][CH3:33])=[O:30]. (3) Reactant: [C:1]1(=[O:8])[O:7][C:5](=[O:6])[CH2:4][C:2]1=[CH2:3].[CH2:9]([OH:16])[C:10]1[CH:15]=[CH:14][CH:13]=[CH:12][CH:11]=1. Product: [CH2:9]([O:16][C:5]([CH2:4][C:2](=[CH2:3])[C:1]([OH:8])=[O:7])=[O:6])[C:10]1[CH:15]=[CH:14][CH:13]=[CH:12][CH:11]=1. The catalyst class is: 11. (4) Reactant: [CH3:1][CH:2]([CH3:34])[CH2:3][O:4][C:5]([N:7]1[C:15]2[C:10](=[N:11][CH:12]=[C:13]([C:16]3[CH:17]=[CH:18][C:19]4[O:25][CH2:24][CH2:23][N:22](C(OC(C)(C)C)=O)[CH2:21][C:20]=4[CH:33]=3)[CH:14]=2)[N:9]=[CH:8]1)=[O:6].FC(F)(F)C(O)=O. Product: [O:25]1[C:19]2[CH:18]=[CH:17][C:16]([C:13]3[CH:14]=[C:15]4[N:7]([C:5]([O:4][CH2:3][CH:2]([CH3:34])[CH3:1])=[O:6])[CH:8]=[N:9][C:10]4=[N:11][CH:12]=3)=[CH:33][C:20]=2[CH2:21][NH:22][CH2:23][CH2:24]1. The catalyst class is: 22. (5) Reactant: [C:1]([N:4]([CH2:13][CH:14]1[CH2:19][CH2:18][N:17](C(OC(C)(C)C)=O)[CH2:16][CH2:15]1)[CH2:5][C:6]1[CH:11]=[CH:10][C:9]([Cl:12])=[CH:8][CH:7]=1)(=[O:3])[CH3:2].[F:27][C:28]([F:33])([F:32])[C:29]([OH:31])=[O:30]. Product: [F:27][C:28]([F:33])([F:32])[C:29]([OH:31])=[O:30].[C:1]([N:4]([CH2:13][CH:14]1[CH2:19][CH2:18][NH:17][CH2:16][CH2:15]1)[CH2:5][C:6]1[CH:11]=[CH:10][C:9]([Cl:12])=[CH:8][CH:7]=1)(=[O:3])[CH3:2]. The catalyst class is: 4. (6) Reactant: [F:1][C:2]1[N:6]([CH3:7])[N:5]=[C:4]([C:8]([F:11])([F:10])[F:9])[C:3]=1[CH:12]=O.P(Br)(Br)[Br:15].O. Product: [Br:15][CH2:12][C:3]1[C:4]([C:8]([F:11])([F:10])[F:9])=[N:5][N:6]([CH3:7])[C:2]=1[F:1]. The catalyst class is: 27. (7) Reactant: C([O:4][C@H:5]1[C@H:10]([O:11]C(=O)C)[C@@H:9]([O:15]C(=O)C)[C@H:8]([C:19]2[CH:24]=[CH:23][C:22]([Cl:25])=[C:21]([CH2:26][C:27]3[CH:32]=[CH:31][C:30]([C:33](=[N:36][O:37][CH3:38])[CH2:34][CH3:35])=[CH:29][CH:28]=3)[CH:20]=2)[O:7][C@@H:6]1[CH2:39][O:40]C(=O)C)(=O)C.O.[OH-].[Li+]. Product: [CH3:38][O:37][N:36]=[C:33]([C:30]1[CH:29]=[CH:28][C:27]([CH2:26][C:21]2[CH:20]=[C:19]([C@H:8]3[C@H:9]([OH:15])[C@@H:10]([OH:11])[C@H:5]([OH:4])[C@@H:6]([CH2:39][OH:40])[O:7]3)[CH:24]=[CH:23][C:22]=2[Cl:25])=[CH:32][CH:31]=1)[CH2:34][CH3:35]. The catalyst class is: 87.